This data is from Experimentally validated miRNA-target interactions with 360,000+ pairs, plus equal number of negative samples. The task is: Binary Classification. Given a miRNA mature sequence and a target amino acid sequence, predict their likelihood of interaction. (1) The miRNA is mmu-miR-3068-5p with sequence UUGGAGUUCAUGCAAGUUCUAACC. The protein sequence of the target gene is MGCRAASGLLPGVAVVLLLLLQSTQSVYIQYQGFRVQLESMKKLSDLEAQWAPSPRLQAQSLLPAVCHHPALPQDLQPVCASQEASSIFKTLRTIANDDCELCVNVACTGCL. Result: 0 (no interaction). (2) The miRNA is mmu-miR-335-5p with sequence UCAAGAGCAAUAACGAAAAAUGU. The protein sequence of the target gene is MLGWCEAIARNPHRIPNNTRTPEISGDLADASQTSTLNEKSPGRSASRSSNISKASSPTTGTAPRSQSRLSVCPSTQDICRICHCEGDEESPLITPCRCTGTLRFVHQSCLHQWIKSSDTRCCELCKYDFIMETKLKPLRKWEKLQMTTSERRKIFCSVTFHVIAITCVVWSLYVLIDRTAEEIKQGNDNGVLEWPFWTKLVVVAIGFTGGLVFMYVQCKVYVQLWRRLKAYNRVIFVQNCPDTAKKLEKNFSCNVNTDIKDAVVVPVPQTGANSLPSAEGGPPEVVSV. Result: 0 (no interaction). (3) The miRNA is hsa-miR-500a-5p with sequence UAAUCCUUGCUACCUGGGUGAGA. Result: 0 (no interaction). The protein sequence of the target gene is MRPRPEGRGLRAGVALSPALLLLLLLPPPPTLLGRLWAAGTPSPSAPGARQDGALGAGRVKRGWVWNQFFVVEEYTGTEPLYVGKIHSDSDEGDGAIKYTISGEGAGTIFLIDELTGDIHAMERLDREQKTFYTLRAQARDRATNRLLEPESEFIIKVQDINDSEPRFLHGPYIGSVAELSPTGTSVMQVMASDADDPTYGSSARLVYSVLDGEHHFTVDPKTGVIRTAVPDLDRESQERYEVVIQATDMAGQLGGLSGSTTVTIVVTDVNDNPPRFPQKMYQFSIQESAPIGTAVGRVK.... (4) The miRNA is hsa-miR-26b-5p with sequence UUCAAGUAAUUCAGGAUAGGU. Result: 1 (interaction). The protein sequence of the target gene is MRRRPPSRGGRGAARARETRRQPRHRSGRRMAEAISCTLNCSCQSFKPGKINHRQCDQCKHGWVAHALSKLRIPPMYPTSQVEIVQSNVVFDISSLMLYGTQAIPVRLKILLDRLFSVLKQDEVLQILHALDWTLQDYIRGYVLQDASGKVLDHWSIMTSEEEVATLQQFLRFGETKSIVELMAIQEKEEQSIIIPPSTANVDIRAFIESCSHRSSSLPTPVDKGNPSSIHPFENLISNMTFMLPFQFFNPLPPALIGSLPEQYMLEQGHDQSQDPKQEVHGPFPDSSFLTSSSTPFQVE.... (5) The miRNA is hsa-miR-5702 with sequence UGAGUCAGCAACAUAUCCCAUG. The protein sequence of the target gene is MVFYFTSSSVNSSAYTIYMGKDKYENEDLIKHGWPEDIWFHVDKLSSAHVYLRLHKGENIEDIPKEVLMDCAHLVKANSIQGCKMNNVNVVYTPWSNLKKTADMDVGQIGFHRQKDVKIVTVEKKVNEILNRLEKTKVERFPDLAAEKECRDREERNEKKAQIQEMKKREKEEMKKKREMDELRSYSSLMKVENMSSNQDGNDSDEFM. Result: 0 (no interaction). (6) The miRNA is mmu-miR-1224-5p with sequence GUGAGGACUGGGGAGGUGGAG. The protein sequence of the target gene is MEEDLFQLRQLPVVKFRRTGESARSEDDAASGEHDIQIEGVRVGLEAIELDDGAAVPKEFANPTDDTFMVEDAVEAIGFGRFQWKLSVLTGLAWMADAMEMMILSILAPQLHCEWRLPSWQVALLTSVVFIGMMSSSTLWGNISDQYGRKTGLKISVLWTLYYGILSAFAPVYSWILVLRGLVGFGIGGVPQSVTLYAEFLPMKARAKCILLIEVFWAIGTVFEVLLAVFVMPSLGWRWLLLLSAAPLLLFAVLCFWLPESARYDVLSGNQEKAIATLKRIATENGAPMPLGKLIISRQE.... Result: 0 (no interaction). (7) The miRNA is hsa-miR-342-5p with sequence AGGGGUGCUAUCUGUGAUUGA. Result: 0 (no interaction). The protein sequence of the target gene is MWRPRWDPGILKAEALALLPCGLGMAFSQSHVMASRRHQHGRLIIEVDEYSSNPTQAFTFYNINQGRFQPPHVQMVDPVPHDAPKPPGYTRFVCVSDTHSRTDPIQMPYGDVLIHAGDFTELGLPSEVKKFNEWLGSLPYEYKIVIAGNHELTFDQEFMADLIKQDFYYFPSVSKLKPENYENVQSLLTNCIYLQDSEVTVRGFRIYGSPWQPWFYGWGFNLPRGQALLEKWNLIPEGVDILITHGPPLGFLDWVPKKMQRVGCVELLNTVQRRVQPRLHVFGHIHEGYGVMADGTTTYV.... (8) The miRNA is hsa-miR-6777-3p with sequence UCCACUCUCCUGGCCCCCAG. The protein sequence of the target gene is MTAESGPPPPQPEVLATVKEERGETAAGAGVPGEATGRGAGGRRRKRPLQRGKPPYSYIALIAMAIAHAPERRLTLGGIYKFITERFPFYRDNPKKWQNSIRHNLTLNDCFLKIPREAGRPGKGNYWALDPNAEDMFESGSFLRRRKRFKRSDLSTYPAYMHDAAAAAAAAAAAAAAAAIFPGAVPAARPPYPGAVYAGYAPPSLAAPPPVYYPAASPGPCRVFGLVPERPLSPELGPAPSGPGGSCAFASAGAPATTTGYQPAGCTGARPANPSAYAAAYAGPDGAYPQGAGSAIFAAA.... Result: 0 (no interaction). (9) The miRNA is mmu-miR-463-5p with sequence UACCUAAUUUGUUGUCCAUCAU. The protein sequence of the target gene is MSMRRSKAEGKRSLRELSEEEEEEEETEDEDTFEEEEALEKKQKGKATSSSGVCQVESCTADMSKAKQYHKRHKVCQFHAKAPHVRISGLHQRFCQQCSRFHALSEFDEAKRSCRRRLAGHNERRRKSTTD. Result: 0 (no interaction). (10) The miRNA is mmu-miR-5128 with sequence CAAUUGGGGCUGGCGAGAUGGCU. The protein sequence of the target gene is MADYWKSQPKKFCDYCKCWIADNRPSVEFHERGKNHKENVAKRISEIKQKSLDKAKEEEKASKEFAAMEAAALKAYQEDLKRLGLESEILEPSITPVTSTIPPTSTSNQQKEKKEKKKRKKDPSKGRWVEGITSEGYHYYYDLISGASQWEKPEGFQGDLKKTAVKTVWVEGLSEDGFTYYYNTETGESRWEKPDDFIPHTSDLPSSKVNENSLGTLDESKSSDSHSDSDGEQEAEEGGVSTETEKPKIKFKEKNKNSDGGSDPETQKEKSIQKQNSLGSNEEKSKTLKKSNPYGEWQEI.... Result: 0 (no interaction).